From a dataset of Reaction yield outcomes from USPTO patents with 853,638 reactions. Predict the reaction yield, written as a fraction of the theoretical maximum amount of product (1.0 means a 100% yield; for example, 0.34 means a 34% yield). (1) The reactants are [N+:1]([C:4]1[CH:5]=[C:6]([CH:8]=[CH:9][CH:10]=1)[NH2:7])([O-:3])=[O:2].[N:11]([O-])=O.[Na+].[Cl:15][Sn]Cl.O. The product is [ClH:15].[N+:1]([C:4]1[CH:5]=[C:6]([NH:7][NH2:11])[CH:8]=[CH:9][CH:10]=1)([O-:3])=[O:2]. The yield is 0.730. The catalyst is O.Cl. (2) The reactants are [NH:1]1[C:9]2[C:4](=[CH:5][CH:6]=[CH:7][CH:8]=2)[C:3](/[CH:10]=[CH:11]/[C:12]2[CH:20]=[CH:19][C:15]([C:16]([OH:18])=O)=[CH:14][CH:13]=2)=[N:2]1.[NH:21]1[CH2:25][CH2:24][C@@H:23]([NH:26]C(=O)OC(C)(C)C)[CH2:22]1.O.ON1C2C=CC=CC=2N=N1.Cl.C(N=C=NCCCN(C)C)C.CN1CCOCC1.Cl. The catalyst is CO. The product is [NH:1]1[C:9]2[C:4](=[CH:5][CH:6]=[CH:7][CH:8]=2)[C:3](/[CH:10]=[CH:11]/[C:12]2[CH:13]=[CH:14][C:15]([C:16]([N:21]3[CH2:25][CH2:24][C@@H:23]([NH2:26])[CH2:22]3)=[O:18])=[CH:19][CH:20]=2)=[N:2]1. The yield is 0.580. (3) The product is [CH3:1][O:2][C:3]1[CH:4]=[C:5]2[C:10](=[CH:11][C:12]=1[O:13][CH3:14])[N:9]=[CH:8][N:7]=[C:6]2[O:15][C:16]1[CH:17]=[CH:18][C:19]([NH:22][CH2:23][CH2:24][O:25][C:26]2[CH:31]=[CH:30][CH:29]=[CH:28][C:27]=2[CH3:32])=[CH:20][CH:21]=1. The reactants are [CH3:1][O:2][C:3]1[CH:4]=[C:5]2[C:10](=[CH:11][C:12]=1[O:13][CH3:14])[N:9]=[CH:8][N:7]=[C:6]2[O:15][C:16]1[CH:21]=[CH:20][C:19]([NH:22][C:23](=O)[CH2:24][O:25][C:26]2[CH:31]=[CH:30][CH:29]=[CH:28][C:27]=2[CH3:32])=[CH:18][CH:17]=1.Cl.[OH-].[Na+]. The catalyst is O1CCCC1. The yield is 0.800. (4) The reactants are CN(C(/N=N/C(N(C)C)=O)=O)C.C(OC([N:20]1[CH2:25][CH2:24][N:23]([C:26]2[C:27]([O:32]CCO)=[N:28][CH:29]=[CH:30][N:31]=2)[CH2:22][CH2:21]1)=O)(C)(C)C.[C:36]1(P(C2C=CC=CC=2)C2C=CC=CC=2)C=CC=C[CH:37]=1.[CH2:55]1[O:59][C:58]2[CH:60]=[C:61]([OH:64])[CH:62]=[CH:63][C:57]=2[O:56]1. The catalyst is C1COCC1. The product is [O:56]1[C:57]2[CH:63]=[CH:62][C:61]([O:64][CH2:36][CH2:37][N:28]3[CH:29]=[CH:30][N:31]=[C:26]([N:23]4[CH2:22][CH2:21][NH:20][CH2:25][CH2:24]4)[C:27]3=[O:32])=[CH:60][C:58]=2[O:59][CH2:55]1. The yield is 0.230. (5) The reactants are [N:1]1[CH:6]=[CH:5][N:4]=[CH:3][C:2]=1[C:7](=O)[CH3:8].C([O-])(=O)C.[NH4+:14]. The catalyst is CO.C([BH3-])#N.[Na+]. The product is [N:1]1[CH:6]=[CH:5][N:4]=[CH:3][C:2]=1[CH:7]([NH2:14])[CH3:8]. The yield is 0.750. (6) The reactants are C([O-])=O.[NH4+].C([O:12][C:13]1[C:18]([CH3:19])=[CH:17][C:16]([C:20]2[NH:29][C:28](=[O:30])[C:27]3[C:22](=[CH:23][C:24]([O:32][CH3:33])=[CH:25][C:26]=3[OH:31])[N:21]=2)=[CH:15][C:14]=1[CH3:34])C1C=CC=CC=1. The catalyst is CN(C=O)C.[C].[Pd]. The product is [OH:31][C:26]1[CH:25]=[C:24]([O:32][CH3:33])[CH:23]=[C:22]2[C:27]=1[C:28](=[O:30])[NH:29][C:20]([C:16]1[CH:17]=[C:18]([CH3:19])[C:13]([OH:12])=[C:14]([CH3:34])[CH:15]=1)=[N:21]2. The yield is 0.740.